Dataset: Reaction yield outcomes from USPTO patents with 853,638 reactions. Task: Predict the reaction yield, written as a fraction of the theoretical maximum amount of product (1.0 means a 100% yield; for example, 0.34 means a 34% yield). (1) The reactants are Cl[C:2]1[CH:7]=[C:6]([C:8]2[CH:13]=[C:12]([Cl:14])[CH:11]=[CH:10][C:9]=2[O:15][CH3:16])[N:5]=[C:4]([NH2:17])[N:3]=1.Cl.[Br:19][C:20]1[CH:26]=[CH:25][C:23]([NH2:24])=[CH:22][CH:21]=1. The catalyst is C(O)C.O1CCOCC1. The product is [Br:19][C:20]1[CH:26]=[CH:25][C:23]([NH:24][C:2]2[CH:7]=[C:6]([C:8]3[CH:13]=[C:12]([Cl:14])[CH:11]=[CH:10][C:9]=3[O:15][CH3:16])[N:5]=[C:4]([NH2:17])[N:3]=2)=[CH:22][CH:21]=1. The yield is 0.900. (2) The reactants are [F:1][C:2]1([F:17])[CH2:5][CH:4]([O:6][C:7]2[CH:8]=[C:9]([CH2:13][C:14]([OH:16])=O)[CH:10]=[N:11][CH:12]=2)[CH2:3]1.CN(C(ON1N=NC2C=CC=NC1=2)=[N+](C)C)C.F[P-](F)(F)(F)(F)F.CCN(C(C)C)C(C)C.[F:51][C:52]([F:57])([F:56])[C:53]([OH:55])=[O:54].[NH2:58][C:59]1[N:64]=[N:63][C:62]([CH2:65][CH2:66][CH:67]([F:78])[CH2:68][N:69]2[CH:73]=[C:72]([C:74]([NH:76][CH3:77])=[O:75])[N:71]=[N:70]2)=[CH:61][CH:60]=1. The catalyst is CN(C=O)C. The product is [F:51][C:52]([F:57])([F:56])[C:53]([OH:55])=[O:54].[F:17][C:2]1([F:1])[CH2:3][CH:4]([O:6][C:7]2[CH:8]=[C:9]([CH2:13][C:14]([NH:58][C:59]3[N:64]=[N:63][C:62]([CH2:65][CH2:66][CH:67]([F:78])[CH2:68][N:69]4[CH:73]=[C:72]([C:74]([NH:76][CH3:77])=[O:75])[N:71]=[N:70]4)=[CH:61][CH:60]=3)=[O:16])[CH:10]=[N:11][CH:12]=2)[CH2:5]1. The yield is 0.350. (3) The reactants are Cl[CH:2]([CH:8]([OH:12])[CH2:9][CH2:10][CH3:11])[C:3]([O:5][CH2:6][CH3:7])=[O:4].C(O)C.[O-]CC.[Na+].C(O)C. The catalyst is CCCCCC. The product is [CH2:9]([C@@H:8]1[O:12][C@H:2]1[C:3]([O:5][CH2:6][CH3:7])=[O:4])[CH2:10][CH3:11]. The yield is 0.870. (4) The reactants are [C:1]([C:3]1[C:4]([S:13][CH3:14])=[N:5][C:6]([OH:12])=[C:7]([CH:11]=1)C(O)=O)#[N:2].C1CCCCC1. The catalyst is C1(OC2C=CC=CC=2)C=CC=CC=1. The product is [OH:12][C:6]1[CH:7]=[CH:11][C:3]([C:1]#[N:2])=[C:4]([S:13][CH3:14])[N:5]=1. The yield is 0.600.